Dataset: Experimentally validated miRNA-target interactions with 360,000+ pairs, plus equal number of negative samples. Task: Binary Classification. Given a miRNA mature sequence and a target amino acid sequence, predict their likelihood of interaction. (1) The miRNA is hsa-miR-4436b-5p with sequence GUCCACUUCUGCCUGCCCUGCC. The protein sequence of the target gene is MSWIPFKIGQPKKQIVPKTVERDFEREYGKLQQLEEQTRRLQKDMKKSTDADLAMSKSAVKISLDLLSNPLCEQDQDLLNMVTALDTAMKRMDAFNQEKVNQIQKTVIEPLKKFGSVFPSLNMAVKRREQALQDYRRLQAKVEKYEEKEKTGPVLAKLHQAREELRPVREDFEAKNRQLLEEMPRFYGSRLDYFQPSFESLIRAQVVYYSEMHKIFGDLSHQLDQPGHSDEQRERENEAKLSELRALSIVADD. Result: 0 (no interaction). (2) The miRNA is hsa-miR-4421 with sequence ACCUGUCUGUGGAAAGGAGCUA. The protein sequence of the target gene is MEAAETEAEAAALEVLAEVAGILEPVGLQEEAELPAKILVEFVVDSQKKDKLLCSQLQVADFLQNILAQEDTAKGLDPLASEDTSRQKAIAAKEQWKELKATYREHVEAIKIGLTKALTQMEEAQRKRTQLREAFEQLQAKKQMAMEKRRAVQNQWQLQQEKHLQHLAEVSAEVRERKTGTQQELDRVFQKLGNLKQQAEQERDKLQRYQTFLQLLYTLQGKLLFPEAEAEAENLPDDKPQQPTRPQEQSTGDTMGRDPGVSFKAVGLQPAGDVNLP. Result: 1 (interaction). (3) The miRNA is hsa-miR-25-5p with sequence AGGCGGAGACUUGGGCAAUUG. The protein sequence of the target gene is MAGIAIKLAKDREAAEGLGSHERAIKYLNQDYETLRNECLEAGALFQDPSFPALPSSLGYKELGPYSSKTRGIEWKRPTEICADPQFIIGGATRTDICQGALGDCWLLAAIASLTLNEEILARVVPPDQSFQENYAGIFHFQFWQYGEWVEVVVDDRLPTKDGELLFVHSAEGSEFWSALLEKAYAKINGCYEALSGGATTEGFEDFTGGIAEWYELRKPPPNLFKIIQKALEKGSLLGCSIDITSAADSEAVTYQKLVKGHAYSVTGAEEVESSGSLQKLIRIRNPWGQVEWTGKWNDN.... Result: 0 (no interaction). (4) The miRNA is hsa-miR-4264 with sequence ACUCAGUCAUGGUCAUU. The protein sequence of the target gene is MMNHTTSEYYDYEYDHEHYSDLPDVPVDCPAGTCFTSDVYLIVLLVLYAAVFLVGVPGNTLVAWVTWKESRHRLGASWFLHLTMADLLCCVSLPFLAVPIAQKGHWPYGAAGCWLLSSITILSMYASVLLLTGLSGDLFLLAFRPSWKGADHRTFGVRVVQASSWMLGLLLTVPSAVYRRLLQEHYPPRLVCGIDYGGSVSAEVAITTVRFLFGFLGPLVFMAGCHGILQRQMARRHWPLGTAVVVGFFICWTPYHVLRVIIAAAPPHSLLLARVLEAEPLFNGLALAHSALNPIMFLYF.... Result: 0 (no interaction). (5) The miRNA is hsa-miR-4729 with sequence UCAUUUAUCUGUUGGGAAGCUA. The protein sequence of the target gene is MREKEQEREEQLMEDKKRKKEDKKKKEATQKVTEQKTKVPEVTKPSLSQPTAASPIGSSPSPPVNGGNNAKRVAVPNGQPPSAARYMPREVPPRFRCQQDHKVLLKRGQPPPPSCMLLGGGAGPPPCTAPGANPNNAQVTGALLQSESGTAPDSTLGGAAASNYANSTWGSGASSNNGTSPNPIHIWDKVIVDGSDMEEWPCIASKDTESSSENTTDNNSASNPGSEKSTLPGSTTSNKGKGSQCQSASSGNECNLGVWKSDPKAKSVQSSNSTTENNNGLGNWRNVSGQDRIGPGSGFS.... Result: 1 (interaction). (6) The miRNA is bta-miR-221 with sequence AGCUACAUUGUCUGCUGGGUUU. The protein sequence of the target gene is MPVRPDLQQLEKCIDDALRKNDFKPLLALLQIDICEDVKIKCSKQFLRKLDDLICRELNKKDIQTVSSILISIGRCSKNIFILGQAGLQTMIKQGLVQKMVSWFENSKEIILNQQQSKDEAVMNMIEDLFDLLMVIYDISDEGKNQVLESFIPQICALVIDSRVNFCIQQEALKKMNLMLDRIPQDANKILSNQEMLTLMSNMGERILDVGDYELQVGIVEALCRMTTEKRRQELAYEWFSMDFIANAFKEIKDCEFETDCRIFLNLVNGILGDKRRVYTFPCLSAFLGKYELQIPSDEK.... Result: 0 (no interaction).